From a dataset of Catalyst prediction with 721,799 reactions and 888 catalyst types from USPTO. Predict which catalyst facilitates the given reaction. (1) Reactant: [CH3:1][C:2]1([CH3:16])[C:10]2[C:5](=[CH:6][CH:7]=[CH:8][CH:9]=2)[N:4]=[C:3]1[C:11]([O:13][CH2:14][CH3:15])=[O:12]. Product: [CH3:1][C:2]1([CH3:16])[C:10]2[C:5](=[CH:6][CH:7]=[CH:8][CH:9]=2)[NH:4][CH:3]1[C:11]([O:13][CH2:14][CH3:15])=[O:12]. The catalyst class is: 29. (2) Reactant: [NH2:1][CH2:2][C@@H:3]([C:5]1[CH:10]=[CH:9][CH:8]=[C:7]([Cl:11])[CH:6]=1)[OH:4].[C:12](O[C:12]([O:14][C:15]([CH3:18])([CH3:17])[CH3:16])=[O:13])([O:14][C:15]([CH3:18])([CH3:17])[CH3:16])=[O:13]. Product: [Cl:11][C:7]1[CH:6]=[C:5]([C@@H:3]([OH:4])[CH2:2][NH:1][C:12](=[O:13])[O:14][C:15]([CH3:18])([CH3:17])[CH3:16])[CH:10]=[CH:9][CH:8]=1. The catalyst class is: 76. (3) Reactant: [CH2:1]([O:3][C:4](=[O:23])[CH2:5][N:6]1[C:14]2[C:9](=[CH:10][CH:11]=[C:12]([O:15][Si](C(C)(C)C)(C)C)[CH:13]=2)[CH:8]=[CH:7]1)[CH3:2].[F-].C([N+](CCCC)(CCCC)CCCC)CCC. Product: [CH2:1]([O:3][C:4](=[O:23])[CH2:5][N:6]1[C:14]2[C:9](=[CH:10][CH:11]=[C:12]([OH:15])[CH:13]=2)[CH:8]=[CH:7]1)[CH3:2]. The catalyst class is: 1. (4) Reactant: C([O:5][C:6]([C:8]1[N:9]2[CH:12]([S:13][CH2:14][C:15]=1[S:16][C:17]1[S:18][C:19]([NH2:22])=[N:20][N:21]=1)[C@H:11]([NH:23][C:24](=[O:57])[C:25]([C:31]1[N:32]=[C:33]([NH:37]C(C3C=CC=CC=3)(C3C=CC=CC=3)C3C=CC=CC=3)[S:34][C:35]=1[Cl:36])=[N:26][O:27][CH2:28][CH2:29][F:30])[C:10]2=[O:58])=[O:7])(C)(C)C.C([SiH](CC)CC)C.FC(F)(F)C(O)=O. Product: [NH2:37][C:33]1[S:34][C:35]([Cl:36])=[C:31]([C:25](=[N:26][O:27][CH2:28][CH2:29][F:30])[C:24]([NH:23][C@@H:11]2[C:10](=[O:58])[N:9]3[CH:12]2[S:13][CH2:14][C:15]([S:16][C:17]2[S:18][C:19]([NH2:22])=[N:20][N:21]=2)=[C:8]3[C:6]([OH:7])=[O:5])=[O:57])[N:32]=1. The catalyst class is: 4. (5) Reactant: [CH3:1][N:2]([CH3:8])[C:3]([N:5]([CH3:7])[CH3:6])=[NH:4].[IH:9]. Product: [I-:9].[CH3:1][N:2]([CH3:8])[C:3]([N:5]([CH3:7])[CH3:6])=[NH:4]. The catalyst class is: 6.